From a dataset of NCI-60 drug combinations with 297,098 pairs across 59 cell lines. Regression. Given two drug SMILES strings and cell line genomic features, predict the synergy score measuring deviation from expected non-interaction effect. Drug 1: C1=NC2=C(N=C(N=C2N1C3C(C(C(O3)CO)O)F)Cl)N. Drug 2: C1=CC=C(C(=C1)C(C2=CC=C(C=C2)Cl)C(Cl)Cl)Cl. Cell line: 786-0. Synergy scores: CSS=-1.43, Synergy_ZIP=0.101, Synergy_Bliss=-0.841, Synergy_Loewe=-0.681, Synergy_HSA=-0.719.